From a dataset of Full USPTO retrosynthesis dataset with 1.9M reactions from patents (1976-2016). Predict the reactants needed to synthesize the given product. (1) Given the product [C:31]([O:30][C:27]1[CH2:47][CH2:48][CH2:34][CH2:35][CH2:36][CH2:37][CH2:38][CH2:39][CH2:40][CH2:41][CH2:42][CH2:43][CH:44]([CH3:45])[CH:28]=1)(=[O:33])[CH3:32], predict the reactants needed to synthesize it. The reactants are: P(OC1C=CC=CC=1)(OC1C=CC=CC=1)(OC1C=CC=CC=1)=O.C[Zn]C.[C:27]([O:30][C:31](=[O:33])[CH3:32])(=O)[CH3:28].[C:34]1(=O)[CH2:48][CH2:47]C[CH2:45][CH2:44][CH2:43][CH2:42][CH2:41][CH2:40][CH2:39][CH2:38][CH2:37][CH:36]=[CH:35]1.S(=O)(=O)(O)O. (2) Given the product [C:43]1([N:42]2[C:38]([S:35]([CH2:34][CH:31]3[CH2:32][CH2:33][O:29][CH2:30]3)(=[O:37])=[O:36])=[N:39][N:40]=[N:41]2)[CH:48]=[CH:47][CH:46]=[CH:45][CH:44]=1, predict the reactants needed to synthesize it. The reactants are: C1(SC2C=CC(C(C3C=CC(C)=C(OC)N=3)=O)=CC=2)CC1.[Si]([O:29][CH2:30][C:31]1([CH2:34][S:35]([C:38]2[N:42]([C:43]3[CH:48]=[CH:47][CH:46]=[CH:45][CH:44]=3)[N:41]=[N:40][N:39]=2)(=[O:37])=[O:36])[CH2:33][CH2:32]1)(C(C)(C)C)(C)C. (3) Given the product [F:1][CH:2]([F:22])[C@:3]1([C:12]2[CH:17]=[C:16]([N+:18]([O-:20])=[O:19])[CH:15]=[CH:14][C:13]=2[F:21])[NH:8][C:7](=[S:32])[CH2:6][CH2:5][C:4]1([F:11])[F:10], predict the reactants needed to synthesize it. The reactants are: [F:1][CH:2]([F:22])[C@:3]1([C:12]2[CH:17]=[C:16]([N+:18]([O-:20])=[O:19])[CH:15]=[CH:14][C:13]=2[F:21])[NH:8][C:7](=O)[CH2:6][CH2:5][C:4]1([F:11])[F:10].COC1C=CC(P2(SP(C3C=CC(OC)=CC=3)(=S)S2)=[S:32])=CC=1. (4) Given the product [Cl:1][C:2]1[CH:7]=[CH:6][C:5]([N:8]2[C@@H:12]([C:13]3[CH:18]=[CH:17][CH:16]=[C:15]([O:19][CH:40]([CH3:42])[CH3:41])[CH:14]=3)[C@H:11]([CH2:20][N:21]3[N:25]=[N:24][C:23]([C:26]4[CH:27]=[N:28][C:29]([CH3:33])=[CH:30][CH:31]=4)=[N:22]3)[O:10][C:9]2=[O:32])=[CH:4][CH:3]=1, predict the reactants needed to synthesize it. The reactants are: [Cl:1][C:2]1[CH:7]=[CH:6][C:5]([N:8]2[C@@H:12]([C:13]3[CH:18]=[CH:17][CH:16]=[C:15]([OH:19])[CH:14]=3)[C@H:11]([CH2:20][N:21]3[N:25]=[N:24][C:23]([C:26]4[CH:27]=[N:28][CH:29]=[CH:30][CH:31]=4)=[N:22]3)[O:10][C:9]2=[O:32])=[CH:4][CH:3]=1.[C:33](=O)([O-])[O-].[K+].[K+].I[CH:40]([CH3:42])[CH3:41]. (5) The reactants are: C(N[CH:5]([CH3:7])[CH3:6])(C)C.[Li]CCCC.CN1C(=O)N(C)CCC1.[CH2:22]([O:24][C:25]([CH:27]1[CH2:32][CH2:31][CH2:30][CH:29]([C:33]([O:35][CH2:36][CH3:37])=[O:34])[CH2:28]1)=[O:26])[CH3:23].C(Br)C=C. Given the product [CH2:36]([O:35][C:33]([C:29]1([CH2:7][CH:5]=[CH2:6])[CH2:30][CH2:31][CH2:32][CH:27]([C:25]([O:24][CH2:22][CH3:23])=[O:26])[CH2:28]1)=[O:34])[CH3:37], predict the reactants needed to synthesize it. (6) Given the product [F:2][C:3]1[C:8]([F:9])=[CH:7][CH:6]=[CH:5][C:4]=1[N:10]1[C:18]([OH:26])=[CH:19][C:20]([C:21]([O:23][CH2:24][CH3:25])=[O:22])=[N:11]1, predict the reactants needed to synthesize it. The reactants are: Cl.[F:2][C:3]1[C:8]([F:9])=[CH:7][CH:6]=[CH:5][C:4]=1[NH:10][NH2:11].C(=O)([O-])[O-].[K+].[K+].[C:18](OCC)(=[O:26])[C:19]#[C:20][C:21]([O:23][CH2:24][CH3:25])=[O:22]. (7) Given the product [Cl:13][C:14]1[N:15]=[C:16]([O:12][C:5]2[C:6]([CH3:11])=[CH:7][C:8]([CH3:10])=[CH:9][C:4]=2[CH3:3])[C:17]2[CH:22]=[CH:21][S:20][C:18]=2[N:19]=1, predict the reactants needed to synthesize it. The reactants are: [H-].[Na+].[CH3:3][C:4]1[CH:9]=[C:8]([CH3:10])[CH:7]=[C:6]([CH3:11])[C:5]=1[OH:12].[Cl:13][C:14]1[N:15]=[C:16](Cl)[C:17]2[CH:22]=[CH:21][S:20][C:18]=2[N:19]=1. (8) Given the product [CH:29]1([CH:32]2[CH2:33][N:34]([C:38]3[CH:39]=[CH:40][C:41]4[N:47]5[CH2:48][C@H:44]([CH2:45][CH2:46]5)[N:43]([C:54]([NH:26][C:2]5[CH:3]=[N:4][CH:5]=[CH:6][N:1]=5)=[O:53])[C:42]=4[N:49]=3)[CH2:35][CH2:36][O:37]2)[CH2:30][CH2:31]1, predict the reactants needed to synthesize it. The reactants are: [N:1]1[CH:6]=[CH:5][N:4]=[CH:3][C:2]=1C(O)=O.P([N:26]=[N+]=[N-])(=O)(OC1C=CC=CC=1)OC1C=CC=CC=1.[CH:29]1([CH:32]2[O:37][CH2:36][CH2:35][N:34]([C:38]3[CH:39]=[CH:40][C:41]4[N:47]5[CH2:48][C@H:44]([CH2:45][CH2:46]5)[NH:43][C:42]=4[N:49]=3)[CH2:33]2)[CH2:31][CH2:30]1.C1[CH2:54][O:53]CC1. (9) Given the product [Cl:35][C:30]1[CH:31]=[CH:32][CH:33]=[CH:34][C:29]=1[C:28]([NH:27][C:24]1[CH:25]=[CH:26][C:20]2[CH2:19][CH2:18][C:17]3[C:16]([C:37]([NH2:39])=[O:38])=[N:15][N:14]([C:11]4[CH:10]=[CH:9][C:8]([S:5]([NH:4][CH3:1])(=[O:6])=[O:7])=[CH:13][CH:12]=4)[C:22]=3[C:21]=2[CH:23]=1)=[O:36].[C:1]([N:4]([CH3:41])[S:5]([C:8]1[CH:9]=[CH:10][C:11]([N:14]2[C:22]3[C:21]4[CH:23]=[C:24]([NH:27][C:28](=[O:36])[C:29]5[CH:34]=[CH:33][CH:32]=[CH:31][C:30]=5[Cl:35])[CH:25]=[CH:26][C:20]=4[CH2:19][CH2:18][C:17]=3[C:16]([C:37]([NH2:39])=[O:38])=[N:15]2)=[CH:12][CH:13]=1)(=[O:7])=[O:6])(=[O:3])[CH3:2], predict the reactants needed to synthesize it. The reactants are: [C:1]([NH:4][S:5]([C:8]1[CH:13]=[CH:12][C:11]([N:14]2[C:22]3[C:21]4[CH:23]=[C:24]([NH:27][C:28](=[O:36])[C:29]5[CH:34]=[CH:33][CH:32]=[CH:31][C:30]=5[Cl:35])[CH:25]=[CH:26][C:20]=4[CH2:19][CH2:18][C:17]=3[C:16]([C:37]([NH2:39])=[O:38])=[N:15]2)=[CH:10][CH:9]=1)(=[O:7])=[O:6])(=[O:3])[CH3:2].I[CH3:41]. (10) Given the product [OH-:17].[CH2:15]([N+:4]1([CH2:2][CH3:3])[CH:13]2[CH:8]([CH2:9][CH2:10][CH2:11][CH2:12]2)[CH2:7][CH2:6][CH:5]1[CH3:14])[CH3:16].[CH2:15]([N+:4]1([CH2:2][CH3:3])[CH:13]2[CH:8]([CH2:9][CH2:10][CH2:11][CH2:12]2)[CH2:7][CH2:6][CH:5]1[CH3:14])[CH3:16], predict the reactants needed to synthesize it. The reactants are: [I-].[CH2:2]([N+:4]1([CH2:15][CH3:16])[CH:13]2[CH:8]([CH2:9][CH2:10][CH2:11][CH2:12]2)[CH2:7][CH2:6][CH:5]1[CH3:14])[CH3:3].[OH2:17].